Task: Predict the product of the given reaction.. Dataset: Forward reaction prediction with 1.9M reactions from USPTO patents (1976-2016) (1) The product is: [OH:14][CH:7]1[C:8]2[C:13](=[CH:12][CH:11]=[CH:10][CH:9]=2)[N:4]([CH3:3])[C:5](=[O:17])[C:6]1([CH3:16])[CH3:15]. Given the reactants [BH4-].[Na+].[CH3:3][N:4]1[C:13]2[C:8](=[CH:9][CH:10]=[CH:11][CH:12]=2)[C:7](=[O:14])[C:6]([CH3:16])([CH3:15])[C:5]1=[O:17].Cl, predict the reaction product. (2) The product is: [N:17]1([CH2:16][CH2:15][C:14]#[C:13][C:10]2[CH:9]=[CH:8][C:7]([OH:6])=[CH:12][CH:11]=2)[CH:21]=[CH:20][N:19]=[N:18]1. Given the reactants C([Si](C)(C)[O:6][C:7]1[CH:12]=[CH:11][C:10]([C:13]#[C:14][CH2:15][CH2:16][N:17]2[CH:21]=[CH:20][N:19]=[N:18]2)=[CH:9][CH:8]=1)(C)(C)C.[F-].C([N+](CCCC)(CCCC)CCCC)CCC, predict the reaction product. (3) The product is: [Cl:1][C:2]1[CH:3]=[C:4]([CH:32]=[CH:33][C:34]=1[F:35])[CH2:5][N:6]1[CH:20]=[C:19]([N:21]([C:22]([O:24][C:25]([CH3:28])([CH3:27])[CH3:26])=[O:23])[CH3:39])[C:18]2[N:11]3[CH2:12][CH2:13][N:14]([CH3:17])[C:15](=[O:16])[C:10]3=[C:9]([O:29][CH3:30])[C:8]=2[C:7]1=[O:31]. Given the reactants [Cl:1][C:2]1[CH:3]=[C:4]([CH:32]=[CH:33][C:34]=1[F:35])[CH2:5][N:6]1[CH:20]=[C:19]([NH:21][C:22]([O:24][C:25]([CH3:28])([CH3:27])[CH3:26])=[O:23])[C:18]2[N:11]3[CH2:12][CH2:13][N:14]([CH3:17])[C:15](=[O:16])[C:10]3=[C:9]([O:29][CH3:30])[C:8]=2[C:7]1=[O:31].[H-].[Na+].I[CH3:39], predict the reaction product.